This data is from Full USPTO retrosynthesis dataset with 1.9M reactions from patents (1976-2016). The task is: Predict the reactants needed to synthesize the given product. Given the product [OH:8][N:9]([CH2:12][CH:13]1[C:18](=[O:19])[NH:17][C:16]2[CH:20]=[CH:21][CH:22]=[CH:23][C:15]=2[S:14]1)[CH:10]=[O:11], predict the reactants needed to synthesize it. The reactants are: C([O:8][N:9]([CH2:12][CH:13]1[C:18](=[O:19])[NH:17][C:16]2[CH:20]=[CH:21][CH:22]=[CH:23][C:15]=2[S:14]1)[CH:10]=[O:11])C1C=CC=CC=1.C1CCC=CC=1.